From a dataset of Forward reaction prediction with 1.9M reactions from USPTO patents (1976-2016). Predict the product of the given reaction. (1) Given the reactants Cl[C:2]1[CH:7]=[C:6]([Cl:8])[N:5]=[C:4]([CH3:9])[N:3]=1.[C:10]([O:14][CH3:15])(=[O:13])[CH:11]=[CH2:12].C(N(C(C)C)C(C)C)C.O, predict the reaction product. The product is: [Cl:8][C:6]1[N:5]=[C:4]([CH3:9])[N:3]=[C:2]([CH:12]=[CH:11][C:10]([O:14][CH3:15])=[O:13])[CH:7]=1. (2) Given the reactants [H-].[Na+].[Cl:3][C:4]1[CH:5]=[C:6]([C:11](=[O:13])[CH3:12])[CH:7]=[CH:8][C:9]=1[Cl:10].[C:14](=O)([O:17]C)[O:15][CH3:16], predict the reaction product. The product is: [Cl:3][C:4]1[CH:5]=[C:6]([C:11](=[O:13])[CH2:12][C:14]([O:15][CH3:16])=[O:17])[CH:7]=[CH:8][C:9]=1[Cl:10]. (3) Given the reactants [F:1][C:2]([F:20])([F:19])[C:3]1[CH:4]=[C:5]([CH:16]=[CH:17][CH:18]=1)[O:6][C:7]1[N:15]=[CH:14][CH:13]=[CH:12][C:8]=1[C:9]([OH:11])=O.[CH3:21][C:22]1[CH:23]=[C:24]2[C:29](=[CH:30][CH:31]=1)[NH:28][CH2:27][CH2:26][CH2:25]2, predict the reaction product. The product is: [CH3:21][C:22]1[CH:23]=[C:24]2[C:29](=[CH:30][CH:31]=1)[N:28]([C:9]([C:8]1[C:7]([O:6][C:5]3[CH:16]=[CH:17][CH:18]=[C:3]([C:2]([F:1])([F:20])[F:19])[CH:4]=3)=[N:15][CH:14]=[CH:13][CH:12]=1)=[O:11])[CH2:27][CH2:26][CH2:25]2. (4) Given the reactants [CH2:1]1[C:13]2[NH:12][C:11]3[C:6](=[CH:7][CH:8]=[CH:9][CH:10]=3)[C:5]=2[CH2:4][CH2:3][NH:2]1.C([BH3-])#N.[Na+], predict the reaction product. The product is: [CH2:1]1[CH:13]2[CH:5]([C:6]3[C:11]([NH:12]2)=[CH:10][CH:9]=[CH:8][CH:7]=3)[CH2:4][CH2:3][NH:2]1. (5) Given the reactants [CH2:1]([C@:8]12[C:21]3[C:16](=[CH:17][C:18]([C:22]([O:24][CH3:25])=[O:23])=[CH:19][CH:20]=3)[CH2:15][CH2:14][C@H:13]1[CH2:12][C:11]1([O:29][CH2:28][CH2:27][O:26]1)[CH2:10][CH2:9]2)[C:2]1[CH:7]=[CH:6][CH:5]=[CH:4][CH:3]=1.[Mn]([O-])(=O)(=O)=[O:31].[K+].N1C=CC=CC=1.[O-]S([O-])(=O)=O.[Na+].[Na+], predict the reaction product. The product is: [CH2:1]([C@:8]12[C:21]3[C:16](=[CH:17][C:18]([C:22]([O:24][CH3:25])=[O:23])=[CH:19][CH:20]=3)[C:15](=[O:31])[CH2:14][C@H:13]1[CH2:12][C:11]1([O:26][CH2:27][CH2:28][O:29]1)[CH2:10][CH2:9]2)[C:2]1[CH:3]=[CH:4][CH:5]=[CH:6][CH:7]=1.